Dataset: Full USPTO retrosynthesis dataset with 1.9M reactions from patents (1976-2016). Task: Predict the reactants needed to synthesize the given product. (1) Given the product [Cl:10][C:11]1[CH:12]=[C:13]2[C:17](=[CH:18][CH:19]=1)[NH:16][C:15]([CH3:20])=[C:14]2[C:5](=[O:7])[CH2:6][C:2]([CH3:9])([CH3:1])[C:3]([OH:4])=[O:8], predict the reactants needed to synthesize it. The reactants are: [CH3:1][C:2]1([CH3:9])[CH2:6][C:5](=[O:7])[O:4][C:3]1=[O:8].[Cl:10][C:11]1[CH:12]=[C:13]2[C:17](=[CH:18][CH:19]=1)[NH:16][C:15]([CH3:20])=[CH:14]2.[Al+3].[Cl-].[Cl-].[Cl-]. (2) Given the product [Cl:30][CH2:25][C:22]1[CH:23]=[CH:24][C:19]([C:17](=[O:18])[CH2:16][N:13]2[C:12](=[O:27])[CH:11]=[C:10]([O:9][CH2:8][C:5]3[CH:4]=[CH:3][C:2]([F:1])=[CH:7][N:6]=3)[CH:15]=[N:14]2)=[CH:20][CH:21]=1, predict the reactants needed to synthesize it. The reactants are: [F:1][C:2]1[CH:3]=[CH:4][C:5]([CH2:8][O:9][C:10]2[CH:15]=[N:14][N:13]([CH2:16][C:17]([C:19]3[CH:24]=[CH:23][C:22]([CH2:25]O)=[CH:21][CH:20]=3)=[O:18])[C:12](=[O:27])[CH:11]=2)=[N:6][CH:7]=1.S(Cl)([Cl:30])=O. (3) Given the product [CH:1]1([S:4]([C:7]2[CH:12]=[CH:11][C:10]([CH:13]([C:21]3[NH:25][C:24]([C:26]4[S:27][C:28]([CH:31]=[O:32])=[CH:29][N:30]=4)=[CH:23][CH:22]=3)[CH2:14][CH:15]3[CH2:16][CH2:17][O:18][CH2:19][CH2:20]3)=[CH:9][CH:8]=2)(=[O:5])=[O:6])[CH2:3][CH2:2]1, predict the reactants needed to synthesize it. The reactants are: [CH:1]1([S:4]([C:7]2[CH:12]=[CH:11][C:10]([CH:13]([C:21]3[NH:25][C:24]([C:26]4[S:27][C:28]([CH2:31][OH:32])=[CH:29][N:30]=4)=[CH:23][CH:22]=3)[CH2:14][CH:15]3[CH2:20][CH2:19][O:18][CH2:17][CH2:16]3)=[CH:9][CH:8]=2)(=[O:6])=[O:5])[CH2:3][CH2:2]1.CC(OI1(OC(C)=O)(OC(C)=O)OC(=O)C2C=CC=CC1=2)=O.C(=O)([O-])O.[Na+]. (4) Given the product [CH2:1]([N:8]1[C:17]2[C:12](=[CH:13][C:14]([O:35][C:29]3[CH:34]=[CH:33][CH:32]=[CH:31][CH:30]=3)=[CH:15][CH:16]=2)[CH2:11][CH:10]([NH:19][S:20]([C:23]2[CH:28]=[CH:27][CH:26]=[CH:25][CH:24]=2)(=[O:22])=[O:21])[CH2:9]1)[C:2]1[CH:7]=[CH:6][CH:5]=[CH:4][CH:3]=1, predict the reactants needed to synthesize it. The reactants are: [CH2:1]([N:8]1[C:17]2[C:12](=[CH:13][C:14](Br)=[CH:15][CH:16]=2)[CH2:11][CH:10]([NH:19][S:20]([C:23]2[CH:28]=[CH:27][CH:26]=[CH:25][CH:24]=2)(=[O:22])=[O:21])[CH2:9]1)[C:2]1[CH:7]=[CH:6][CH:5]=[CH:4][CH:3]=1.[C:29]1([OH:35])[CH:34]=[CH:33][CH:32]=[CH:31][CH:30]=1.C([O-])([O-])=O.[K+].[K+]. (5) Given the product [Cl:1][C:2]1[CH:3]=[CH:4][C:5]([NH:8][C:9](=[O:15])[O:10][C:11]([CH3:12])([CH3:14])[CH3:13])=[C:6]([CH:29]([OH:30])[C:28]2[C:23]([C:22]([F:32])([F:21])[F:31])=[N:24][CH:25]=[CH:26][CH:27]=2)[CH:7]=1, predict the reactants needed to synthesize it. The reactants are: [Cl:1][C:2]1[CH:7]=[CH:6][C:5]([NH:8][C:9](=[O:15])[O:10][C:11]([CH3:14])([CH3:13])[CH3:12])=[CH:4][CH:3]=1.C([Li])(CC)C.[F:21][C:22]([F:32])([F:31])[C:23]1[C:28]([CH:29]=[O:30])=[CH:27][CH:26]=[CH:25][N:24]=1.[Cl-].[NH4+]. (6) Given the product [OH:40][CH2:39][CH:36]1[CH2:37][CH2:38][N:33]([CH2:2][CH2:3][O:4][C:5]2[CH:14]=[C:13]3[C:8]([C:9]([O:15][C:16]4[CH:21]=[CH:20][C:19]([CH3:22])=[CH:18][C:17]=4[C:23]([C:25]4[CH:30]=[CH:29][CH:28]=[CH:27][CH:26]=4)=[O:24])=[CH:10][CH:11]=[N:12]3)=[CH:7][C:6]=2[O:31][CH3:32])[CH2:34][CH2:35]1, predict the reactants needed to synthesize it. The reactants are: Cl[CH2:2][CH2:3][O:4][C:5]1[CH:14]=[C:13]2[C:8]([C:9]([O:15][C:16]3[CH:21]=[CH:20][C:19]([CH3:22])=[CH:18][C:17]=3[C:23]([C:25]3[CH:30]=[CH:29][CH:28]=[CH:27][CH:26]=3)=[O:24])=[CH:10][CH:11]=[N:12]2)=[CH:7][C:6]=1[O:31][CH3:32].[NH:33]1[CH2:38][CH2:37][CH:36]([CH2:39][OH:40])[CH2:35][CH2:34]1.C(=O)([O-])[O-].[K+].[K+].O. (7) Given the product [C:28]([C:23]1[CH:24]=[CH:25][CH:26]=[CH:27][C:22]=1[C:19]1[CH:20]=[CH:21][C:16]([CH2:15][C:12]2[C:13](=[O:14])[N:8]([C@H:5]3[CH2:4][CH2:3][C@H:2]([O:1][CH2:37][C:38]([O:40][C:41]([CH3:44])([CH3:43])[CH3:42])=[O:39])[CH2:7][CH2:6]3)[C:9]3[N:10]([N:33]=[CH:34][CH:35]=3)[C:11]=2[CH2:30][CH2:31][CH3:32])=[CH:17][CH:18]=1)#[N:29], predict the reactants needed to synthesize it. The reactants are: [OH:1][C@H:2]1[CH2:7][CH2:6][C@H:5]([N:8]2[C:13](=[O:14])[C:12]([CH2:15][C:16]3[CH:21]=[CH:20][C:19]([C:22]4[C:23]([C:28]#[N:29])=[CH:24][CH:25]=[CH:26][CH:27]=4)=[CH:18][CH:17]=3)=[C:11]([CH2:30][CH2:31][CH3:32])[N:10]3[N:33]=[CH:34][CH:35]=[C:9]23)[CH2:4][CH2:3]1.Br[CH2:37][C:38]([O:40][C:41]([CH3:44])([CH3:43])[CH3:42])=[O:39].Cl. (8) Given the product [CH3:38][C:36]1([CH2:39][O:21][C:18]2[CH:19]=[CH:20][C:15]([N:12]3[CH2:13][CH2:14][N:9]([C:6]4[CH:5]=[CH:4][C:3]([C:2]([F:1])([F:22])[F:23])=[CH:8][CH:7]=4)[CH2:10][CH2:11]3)=[CH:16][CH:17]=2)[O:37][C:27]2=[N:31][C:30]([N+:32]([O-:34])=[O:33])=[CH:29][N:28]2[CH2:35]1, predict the reactants needed to synthesize it. The reactants are: [F:1][C:2]([F:23])([F:22])[C:3]1[CH:8]=[CH:7][C:6]([N:9]2[CH2:14][CH2:13][N:12]([C:15]3[CH:20]=[CH:19][C:18]([OH:21])=[CH:17][CH:16]=3)[CH2:11][CH2:10]2)=[CH:5][CH:4]=1.[H-].[Na+].Cl[C:27]1[N:28]([CH2:35][C:36]2([CH3:39])[CH2:38][O:37]2)[CH:29]=[C:30]([N+:32]([O-:34])=[O:33])[N:31]=1. (9) Given the product [C:23]([CH:21]([NH:22][C:2]1[C:11]([C:12]([OH:14])=[O:13])=[CH:10][C:9]2[C:4](=[CH:5][CH:6]=[C:7]([Cl:15])[CH:8]=2)[N:3]=1)[CH2:20][C:19]1[CH:26]=[CH:27][CH:28]=[C:17]([OH:16])[CH:18]=1)([OH:25])=[O:24], predict the reactants needed to synthesize it. The reactants are: Cl[C:2]1[C:11]([C:12]([OH:14])=[O:13])=[CH:10][C:9]2[C:4](=[CH:5][CH:6]=[C:7]([Cl:15])[CH:8]=2)[N:3]=1.[OH:16][C:17]1[CH:18]=[C:19]([CH:26]=[CH:27][CH:28]=1)[CH2:20][CH:21]([C:23]([OH:25])=[O:24])[NH2:22].